Dataset: Forward reaction prediction with 1.9M reactions from USPTO patents (1976-2016). Task: Predict the product of the given reaction. (1) Given the reactants [NH2:1][C:2]1[CH:10]=[C:9]2[C:5]([C:6]([CH3:22])([CH3:21])[C:7](=[O:20])[N:8]2[CH2:11][CH2:12][CH2:13][N:14]2[CH2:19][CH2:18][O:17][CH2:16][CH2:15]2)=[CH:4][C:3]=1[N+:23]([O-])=O, predict the reaction product. The product is: [NH2:23][C:3]1[CH:4]=[C:5]2[C:9](=[CH:10][C:2]=1[NH2:1])[N:8]([CH2:11][CH2:12][CH2:13][N:14]1[CH2:15][CH2:16][O:17][CH2:18][CH2:19]1)[C:7](=[O:20])[C:6]2([CH3:22])[CH3:21]. (2) Given the reactants [OH-:1].[K+].[CH3:3][C:4]1[N:8]([CH2:9][C:10]2[C:19]3[C:14](=[CH:15][CH:16]=[CH:17][CH:18]=3)[CH:13]=[CH:12][CH:11]=2)[C:7]2[CH:20]=[C:21]([N:26]3[CH2:31][CH2:30][O:29][CH2:28][CH2:27]3)[CH:22]=[C:23]([C:24]#[N:25])[C:6]=2[N:5]=1.OO, predict the reaction product. The product is: [CH3:3][C:4]1[N:8]([CH2:9][C:10]2[C:19]3[C:14](=[CH:15][CH:16]=[CH:17][CH:18]=3)[CH:13]=[CH:12][CH:11]=2)[C:7]2[CH:20]=[C:21]([N:26]3[CH2:31][CH2:30][O:29][CH2:28][CH2:27]3)[CH:22]=[C:23]([C:24]([NH2:25])=[O:1])[C:6]=2[N:5]=1.